This data is from Catalyst prediction with 721,799 reactions and 888 catalyst types from USPTO. The task is: Predict which catalyst facilitates the given reaction. (1) Product: [C:1]1([S:7]([C:10]2[CH:28]=[CH:27][C:13]3[N:14]([CH:20]4[CH2:25][CH2:24][NH:23][CH2:22][CH2:21]4)[CH2:15][C:16]([CH3:18])([CH3:19])[O:17][C:12]=3[CH:11]=2)(=[O:9])=[O:8])[CH:6]=[CH:5][CH:4]=[CH:3][CH:2]=1. The catalyst class is: 68. Reactant: [C:1]1([S:7]([C:10]2[CH:28]=[CH:27][C:13]3[N:14]([CH:20]4[CH2:25][CH2:24][N:23](C)[CH2:22][CH2:21]4)[CH2:15][C:16]([CH3:19])([CH3:18])[O:17][C:12]=3[CH:11]=2)(=[O:9])=[O:8])[CH:6]=[CH:5][CH:4]=[CH:3][CH:2]=1.ClC(OC(Cl)C)=O.C(OC(OC(OC(C)(C)C)=O)=O)(C)(C)C. (2) Reactant: [CH:1]([C:3]1([CH2:16][O:17][CH3:18])[CH2:8][CH2:7][N:6]([C:9]([O:11][C:12]([CH3:15])([CH3:14])[CH3:13])=[O:10])[CH2:5][CH2:4]1)=O.C(O)(=O)C.[C:23]1([C@@H:29]2[CH2:31][C@H:30]2[NH2:32])[CH:28]=[CH:27][CH:26]=[CH:25][CH:24]=1.C(O[BH-](OC(=O)C)OC(=O)C)(=O)C.[Na+]. Product: [CH3:18][O:17][CH2:16][C:3]1([CH2:1][NH:32][C@@H:30]2[CH2:31][C@H:29]2[C:23]2[CH:28]=[CH:27][CH:26]=[CH:25][CH:24]=2)[CH2:8][CH2:7][N:6]([C:9]([O:11][C:12]([CH3:15])([CH3:14])[CH3:13])=[O:10])[CH2:5][CH2:4]1. The catalyst class is: 279. (3) Reactant: [N+:1]([C:4]1[CH:5]=[CH:6][CH:7]=[C:8]2[C:12]=1[NH:11][CH:10]=[CH:9]2)([O-:3])=[O:2].C([O-])([O-])=O.[K+].[K+].Br[CH2:20][C:21]([O:23][CH3:24])=[O:22]. Product: [N+:1]([C:4]1[CH:5]=[CH:6][CH:7]=[C:8]2[C:12]=1[N:11]([CH2:20][C:21]([O:23][CH3:24])=[O:22])[CH:10]=[CH:9]2)([O-:3])=[O:2]. The catalyst class is: 23.